Dataset: Reaction yield outcomes from USPTO patents with 853,638 reactions. Task: Predict the reaction yield, written as a fraction of the theoretical maximum amount of product (1.0 means a 100% yield; for example, 0.34 means a 34% yield). (1) The reactants are [C:1]([O:5][C:6]([C:8]1[C:16]2[CH2:15][C@@H:14]([CH2:17][NH2:18])[N:13]([C@H:19]([C:21]3[CH:26]=[CH:25][CH:24]=[CH:23][CH:22]=3)[CH3:20])[CH2:12][C:11]=2[S:10][C:9]=1[NH2:27])=[O:7])([CH3:4])([CH3:3])[CH3:2].[O:28]([C:35]1[CH:40]=[CH:39][C:38]([N:41]=[C:42]=[O:43])=[CH:37][CH:36]=1)[C:29]1[CH:34]=[CH:33][CH:32]=[CH:31][CH:30]=1. The catalyst is ClCCl. The product is [C:1]([O:5][C:6]([C:8]1[C:16]2[CH2:15][C@@H:14]([CH2:17][NH:18][C:42]([NH:41][C:38]3[CH:39]=[CH:40][C:35]([O:28][C:29]4[CH:30]=[CH:31][CH:32]=[CH:33][CH:34]=4)=[CH:36][CH:37]=3)=[O:43])[N:13]([C@@H:19]([C:21]3[CH:26]=[CH:25][CH:24]=[CH:23][CH:22]=3)[CH3:20])[CH2:12][C:11]=2[S:10][C:9]=1[NH2:27])=[O:7])([CH3:2])([CH3:3])[CH3:4]. The yield is 1.00. (2) The reactants are [C:1]([O:5][C:6](=[O:39])[NH:7][CH:8]([C:34](=[O:38])[N:35]([CH3:37])[CH3:36])[CH2:9][C:10]1[CH:15]=[CH:14][C:13]([C:16]2[CH:21]=[CH:20][C:19]([CH2:22][CH2:23][C:24](=[O:33])[NH:25][O:26]C3C=CC=CC=3)=[CH:18][CH:17]=2)=[CH:12][CH:11]=1)([CH3:4])([CH3:3])[CH3:2].[H][H]. The catalyst is CO.[Pd]. The product is [C:1]([O:5][C:6](=[O:39])[NH:7][CH:8]([C:34](=[O:38])[N:35]([CH3:37])[CH3:36])[CH2:9][C:10]1[CH:15]=[CH:14][C:13]([C:16]2[CH:21]=[CH:20][C:19]([CH2:22][CH2:23][C:24](=[O:33])[NH:25][OH:26])=[CH:18][CH:17]=2)=[CH:12][CH:11]=1)([CH3:2])([CH3:4])[CH3:3]. The yield is 0.970. (3) The reactants are [C:1]1([C:7]2[O:8][C:9]3[C:14]([C:15](=[O:17])[CH:16]=2)=[CH:13][CH:12]=[CH:11][CH:10]=3)[CH:6]=[CH:5][CH:4]=[CH:3][CH:2]=1.C(O)(=O)C.[Br:22]N1C(=O)CCC1=O. The catalyst is O. The product is [Br:22][C:16]1[C:15](=[O:17])[C:14]2[CH:13]=[CH:12][CH:11]=[CH:10][C:9]=2[O:8][C:7]=1[C:1]1[CH:2]=[CH:3][CH:4]=[CH:5][CH:6]=1. The yield is 0.410. (4) The reactants are Cl.[C:2]([C:6]1[CH:16]=[CH:15][CH:14]=[CH:13][C:7]=1[O:8][CH2:9][CH2:10][NH:11][CH3:12])([CH3:5])([CH3:4])[CH3:3].[N:17]1[CH:22]=[CH:21][CH:20]=[N:19][C:18]=1[C:23]([OH:25])=O. No catalyst specified. The product is [C:2]([C:6]1[CH:16]=[CH:15][CH:14]=[CH:13][C:7]=1[O:8][CH2:9][CH2:10][N:11]([CH3:12])[C:23]([C:18]1[N:17]=[CH:22][CH:21]=[CH:20][N:19]=1)=[O:25])([CH3:5])([CH3:3])[CH3:4]. The yield is 0.690. (5) The reactants are CC1C=CC=CC=1NCCN[C:12](=[O:18])[O:13][C:14]([CH3:17])([CH3:16])[CH3:15].[Br:19][C:20]1[CH:21]=[CH:22][C:23]([CH3:34])=[C:24]([NH:26][C:27](=[O:33])[CH2:28][NH:29][CH2:30][CH2:31][OH:32])[CH:25]=1. The catalyst is ClCCl. The product is [Br:19][C:20]1[CH:21]=[CH:22][C:23]([CH3:34])=[C:24]([NH:26][C:27](=[O:33])[CH2:28][N:29]([CH2:30][CH2:31][OH:32])[C:12](=[O:18])[O:13][C:14]([CH3:17])([CH3:16])[CH3:15])[CH:25]=1. The yield is 1.12. (6) The reactants are [CH2:1]([O:3][C:4]([C:6]12[CH2:23][CH:22]1[CH:21]=[CH:20][CH2:19][CH2:18][CH2:17][CH2:16][N:15]([CH3:24])[C:14](=[O:25])[N:13]1[CH:9]([CH2:10][CH:11]([OH:26])[CH2:12]1)[C:8](=[O:27])[NH:7]2)=[O:5])[CH3:2].[CH3:28][O:29][C:30]1[N:35]=[C:34]([C:36]2[CH:41]=[CH:40][CH:39]=[CH:38][CH:37]=2)[N:33]=[C:32](O)[CH:31]=1.[CH:43]1[CH:48]=[CH:47][C:46](P([C:43]2[CH:48]=[CH:47][CH:46]=[CH:45][CH:44]=2)[C:43]2[CH:48]=[CH:47][CH:46]=[CH:45][CH:44]=2)=[CH:45][CH:44]=1.C[CH:63]([O:65]C(/N=N/C(OC(C)C)=O)=O)C.[CH2:76]1COCC1. The catalyst is CN(C=O)C. The product is [CH2:1]([O:3][C:4]([C:6]12[CH2:23][CH:22]1[CH:21]=[CH:20][CH2:19][CH2:18][CH2:17][CH2:16][CH2:76][N:15]([CH2:24][C:43]1[CH:48]=[CH:47][C:46]([O:65][CH3:63])=[CH:45][CH:44]=1)[C:14](=[O:25])[N:13]1[CH:9]([CH2:10][CH:11]([O:26][C:32]3[CH:31]=[C:30]([O:29][CH3:28])[N:35]=[C:34]([C:36]4[CH:41]=[CH:40][CH:39]=[CH:38][CH:37]=4)[N:33]=3)[CH2:12]1)[C:8](=[O:27])[NH:7]2)=[O:5])[CH3:2]. The yield is 0.600. (7) The reactants are [CH:1]([C:4]1[CH:9]=[CH:8][CH:7]=[C:6]([CH:10]([CH3:12])[CH3:11])[C:5]=1[OH:13])([CH3:3])[CH3:2].Br[CH2:15][Cl:16].[OH-].[Na+]. The catalyst is C1COCC1. The product is [Cl:16][CH2:15][O:13][C:5]1[C:4]([CH:1]([CH3:3])[CH3:2])=[CH:9][CH:8]=[CH:7][C:6]=1[CH:10]([CH3:12])[CH3:11]. The yield is 0.850. (8) The reactants are [F:1][C:2]1[CH:7]=[CH:6][C:5]([F:8])=[CH:4][C:3]=1[C@H:9]1[CH2:13][CH2:12][CH2:11][N:10]1[C:14]1[CH:19]=[CH:18][N:17]2[N:20]=[CH:21][C:22]([NH:23][C:24]([N:26]3[CH2:30][CH2:29][C@H:28]([OH:31])[CH2:27]3)=[O:25])=[C:16]2[N:15]=1.[S:32](=[O:36])(=[O:35])([OH:34])[OH:33]. The catalyst is CO. The product is [S:32]([OH:36])([OH:35])(=[O:34])=[O:33].[F:1][C:2]1[CH:7]=[CH:6][C:5]([F:8])=[CH:4][C:3]=1[C@H:9]1[CH2:13][CH2:12][CH2:11][N:10]1[C:14]1[CH:19]=[CH:18][N:17]2[N:20]=[CH:21][C:22]([NH:23][C:24]([N:26]3[CH2:30][CH2:29][C@H:28]([OH:31])[CH2:27]3)=[O:25])=[C:16]2[N:15]=1. The yield is 0.940.